This data is from Full USPTO retrosynthesis dataset with 1.9M reactions from patents (1976-2016). The task is: Predict the reactants needed to synthesize the given product. (1) Given the product [OH:1][C@@:2]1([C:9]2[CH:10]=[C:11]([S:14][C:15]3[CH:16]=[C:17]4[C:21](=[CH:22][CH:23]=3)[N:20]([CH3:24])[C:19](=[O:25])[CH2:18]4)[S:12][CH:13]=2)[CH2:7][CH2:6][O:5][C@H:4]([CH3:8])[CH2:3]1, predict the reactants needed to synthesize it. The reactants are: [OH:1][C@:2]1([C:9]2[CH:10]=[C:11]([S:14][C:15]3[CH:16]=[C:17]4[C:21](=[CH:22][CH:23]=3)[N:20]([CH3:24])[C:19](=[O:25])[CH2:18]4)[S:12][CH:13]=2)[CH2:7][CH2:6][O:5][C@@H:4]([CH3:8])[CH2:3]1. (2) Given the product [Cl:20][C:16]1[CH:15]=[C:14]([S:11]([NH:10][C:9]2[CH:8]=[C:7]([CH3:21])[N:6]=[C:5]3[S:22][C:2]([C:36]4[C:32]([CH3:31])=[N:33][O:34][C:35]=4[CH3:40])=[C:3]([C:23]4[CH:28]=[CH:27][CH:26]=[C:25]([O:29][CH3:30])[CH:24]=4)[C:4]=23)(=[O:13])=[O:12])[CH:19]=[CH:18][CH:17]=1, predict the reactants needed to synthesize it. The reactants are: Br[C:2]1[S:22][C:5]2=[N:6][C:7]([CH3:21])=[CH:8][C:9]([NH:10][S:11]([C:14]3[CH:19]=[CH:18][CH:17]=[C:16]([Cl:20])[CH:15]=3)(=[O:13])=[O:12])=[C:4]2[C:3]=1[C:23]1[CH:28]=[CH:27][CH:26]=[C:25]([O:29][CH3:30])[CH:24]=1.[CH3:31][C:32]1[C:36](B(O)O)=[C:35]([CH3:40])[O:34][N:33]=1.CC1(C)C2C(=C(P(C3C=CC=CC=3)C3C=CC=CC=3)C=CC=2)OC2C(P(C3C=CC=CC=3)C3C=CC=CC=3)=CC=CC1=2.C([O-])([O-])=O.[Cs+].[Cs+]. (3) Given the product [CH3:50][C@@:28]12[C@H:34]3[CH2:35][CH2:36][C@:37]4([CH3:49])[C@@H:41]([C:42]5[CH2:47][O:46][C:44](=[O:45])[CH:43]=5)[CH2:40][CH2:39][C@:38]4([OH:48])[C@@H:33]3[CH2:32][CH2:31][C@@H:29]1[CH2:30][C@@H:25]([OH:24])[CH2:26][CH2:27]2, predict the reactants needed to synthesize it. The reactants are: C[C@H]1O[C@@H](O[C@H]2[C@@H](O)C[C@H](O[C@H]3[C@@H](O)C[C@H]([O:24][C@@H:25]4[CH2:30][C@H:29]5[CH2:31][CH2:32][C@H:33]6[C@@:38]7([OH:48])[CH2:39][CH2:40][C@H:41]([C:42]8[CH2:47][O:46][C:44](=[O:45])[CH:43]=8)[C@@:37]7([CH3:49])[CH2:36][CH2:35][C@@H:34]6[C@@:28]5([CH3:50])[CH2:27][CH2:26]4)O[C@@H]3C)O[C@@H]2C)C[C@H](O)[C@@H]1O.CC1C=CC(S(O)(=O)=O)=CC=1. (4) Given the product [CH2:18]([N:10]([CH:11]([CH3:13])[CH3:12])[C:9]1[CH:8]=[CH:7][C:4]([C:5]#[N:6])=[CH:3][C:2]=1[Cl:1])[CH:17]=[CH2:16], predict the reactants needed to synthesize it. The reactants are: [Cl:1][C:2]1[CH:3]=[C:4]([CH:7]=[CH:8][C:9]=1[NH:10][CH:11]([CH3:13])[CH3:12])[C:5]#[N:6].[H-].[Na+].[CH2:16](Br)[CH:17]=[CH2:18]. (5) Given the product [Cl:21][C:5]1[CH:6]=[CH:7][C:8]([O:12][CH2:13][CH2:14][N:15]2[CH2:20][CH2:19][O:18][CH2:17][CH2:16]2)=[C:9]2[C:4]=1[N:3]=[C:2]([NH:22][C:23]1[C:28]([N+:29]([O-:31])=[O:30])=[C:27]([CH3:32])[CH:26]=[CH:25][N:24]=1)[CH:11]=[CH:10]2, predict the reactants needed to synthesize it. The reactants are: Cl[C:2]1[CH:11]=[CH:10][C:9]2[C:4](=[C:5]([Cl:21])[CH:6]=[CH:7][C:8]=2[O:12][CH2:13][CH2:14][N:15]2[CH2:20][CH2:19][O:18][CH2:17][CH2:16]2)[N:3]=1.[NH2:22][C:23]1[C:28]([N+:29]([O-:31])=[O:30])=[CH:27][CH:26]=[CH:25][N:24]=1.[C:32]([O-])([O-])=O.[Cs+].[Cs+].